Dataset: HIV replication inhibition screening data with 41,000+ compounds from the AIDS Antiviral Screen. Task: Binary Classification. Given a drug SMILES string, predict its activity (active/inactive) in a high-throughput screening assay against a specified biological target. (1) The drug is C=C(CCC(Cl)C(COS(=O)(=O)c1ccc(C)cc1)OC(CCCO[Si](c1ccccc1)(c1ccccc1)C(C)(C)C)OCC)[Si](C)(C)C. The result is 0 (inactive). (2) The compound is C[N+]12CN3CN(C1)CP(=O)(C3)C2. The result is 0 (inactive). (3) The result is 0 (inactive). The molecule is CC(=O)NNC(=S)NC=C(C(C)=O)C(=O)Nc1ccc(Cl)cc1. (4) The compound is O=CN(SSN(C=O)C1CCCCC1)C1CCCCC1. The result is 0 (inactive). (5) The molecule is O=C(NNC(=O)c1cc2ccccc2[nH]1)c1cc2ccccc2[nH]1. The result is 0 (inactive).